This data is from Forward reaction prediction with 1.9M reactions from USPTO patents (1976-2016). The task is: Predict the product of the given reaction. (1) The product is: [Cl:8][C:9]1[CH:14]=[CH:13][C:12]([CH2:15][CH2:16][N:4]2[CH2:5][CH2:6][NH:1][C:2](=[O:7])[CH2:3]2)=[CH:11][CH:10]=1. Given the reactants [NH:1]1[CH2:6][CH2:5][NH:4][CH2:3][C:2]1=[O:7].[Cl:8][C:9]1[CH:14]=[CH:13][C:12]([CH2:15][CH2:16]Cl)=[CH:11][CH:10]=1.C([O-])([O-])=O.[K+].[K+], predict the reaction product. (2) Given the reactants [C-:1]#[N:2].[K+].[Cl-].[NH4+:5].[S:6]1[CH2:11][CH2:10][C:9](=O)[CH2:8][CH2:7]1.[OH-].[Na+], predict the reaction product. The product is: [NH2:5][C:9]1([C:1]#[N:2])[CH2:10][CH2:11][S:6][CH2:7][CH2:8]1.